From a dataset of Forward reaction prediction with 1.9M reactions from USPTO patents (1976-2016). Predict the product of the given reaction. Given the reactants [OH:1][C:2]1[CH:3]=[C:4]2[C:9](=[CH:10][CH:11]=1)[CH:8]=[C:7]([CH2:12][C:13]([OH:15])=[O:14])[CH:6]=[CH:5]2.OS(O)(=O)=O.[CH3:21]O, predict the reaction product. The product is: [OH:1][C:2]1[CH:3]=[C:4]2[C:9](=[CH:10][CH:11]=1)[CH:8]=[C:7]([CH2:12][C:13]([O:15][CH3:21])=[O:14])[CH:6]=[CH:5]2.